From a dataset of Rat liver microsome stability data. Regression/Classification. Given a drug SMILES string, predict its absorption, distribution, metabolism, or excretion properties. Task type varies by dataset: regression for continuous measurements (e.g., permeability, clearance, half-life) or binary classification for categorical outcomes (e.g., BBB penetration, CYP inhibition). Dataset: rlm. (1) The drug is COc1ccc(Oc2cc(C)c(-c3csc(NC(=O)c4ccnc(F)c4)n3)c(C)c2)cc1. The result is 0 (unstable in rat liver microsomes). (2) The drug is C#CCNC(=O)c1nc(-c2cccnc2)c2ccccn12. The result is 1 (stable in rat liver microsomes). (3) The compound is Oc1c(CN2CCCC2)cc(Cn2ccc3cc(F)ccc32)c2cccnc12. The result is 0 (unstable in rat liver microsomes). (4) The compound is Cc1c(Nc2c(C#N)cncc2-c2cc3cc(CN4CCN(C)CC4)ccc3o2)ccc2[nH]ccc12. The result is 1 (stable in rat liver microsomes). (5) The molecule is O=C(N1CC[C@@]2(S(=O)(=O)c3ccc(F)cc3)c3ccc(C(F)(C(F)(F)F)C(F)(F)F)cc3CC[C@@H]12)C1(O)CCS(=O)(=O)CC1. The result is 0 (unstable in rat liver microsomes). (6) The molecule is O=C(O)[C@H]1O[C@H]1C(=O)O. The result is 1 (stable in rat liver microsomes). (7) The compound is Cn1cnc(S(=O)(=O)N(CCN(Cc2cncn2C)c2ccc(C#N)cc2)CC2CCN(c3ncccn3)CC2)c1. The result is 0 (unstable in rat liver microsomes). (8) The compound is C[C@H]1C[C@@H](N)C2(CCN(c3nc(N)c(Sc4cccnc4C(F)(F)F)c(=O)n3C)CC2)C1. The result is 0 (unstable in rat liver microsomes).